From a dataset of Reaction yield outcomes from USPTO patents with 853,638 reactions. Predict the reaction yield, written as a fraction of the theoretical maximum amount of product (1.0 means a 100% yield; for example, 0.34 means a 34% yield). (1) The reactants are [CH:1]1([NH:4][C:5]([NH:7][C:8]2[CH:13]=[CH:12][C:11]([C:14]3[N:15]=[C:16]([N:23]4[CH2:28][CH2:27][O:26][CH2:25][C@@H:24]4[CH3:29])[C:17]4[CH2:22][NH:21][CH2:20][C:18]=4[N:19]=3)=[CH:10][CH:9]=2)=[O:6])[CH2:3][CH2:2]1.CCN(C(C)C)C(C)C.[CH:39]1([C:42](O)=[O:43])[CH2:41][CH2:40]1.C(Cl)CCl.C1C=CC2N(O)N=NC=2C=1. The catalyst is CS(C)=O.O.C(OCC)(=O)C. The product is [CH:39]1([C:42]([N:21]2[CH2:22][C:17]3[C:16]([N:23]4[CH2:28][CH2:27][O:26][CH2:25][C@@H:24]4[CH3:29])=[N:15][C:14]([C:11]4[CH:10]=[CH:9][C:8]([NH:7][C:5]([NH:4][CH:1]5[CH2:2][CH2:3]5)=[O:6])=[CH:13][CH:12]=4)=[N:19][C:18]=3[CH2:20]2)=[O:43])[CH2:41][CH2:40]1. The yield is 0.370. (2) The catalyst is ClCCl.O. The product is [C:4]([O:3][C:1]([C@:8]([NH2:20])([CH2:12][CH3:13])[CH:9]=[O:10])=[O:2])([CH3:7])([CH3:6])[CH3:5]. The reactants are [C:1]([C@@H:8]([CH2:12][CH3:13])[CH:9](N)[OH:10])([O:3][C:4]([CH3:7])([CH3:6])[CH3:5])=[O:2].CC1(C)[N:20]([O])C(C)(C)CCC1.[Br-].[Na+].C(=O)([O-])O.[Na+]. The yield is 0.770. (3) The catalyst is CO. The reactants are C[O:2][C:3]([C:5]1[C:6]([C:11]2[CH:16]=[CH:15][CH:14]=[C:13]([F:17])[CH:12]=2)=[N:7][O:8][C:9]=1[CH3:10])=[O:4].[OH-].[Na+]. The yield is 0.920. The product is [F:17][C:13]1[CH:12]=[C:11]([C:6]2[C:5]([C:3]([OH:4])=[O:2])=[C:9]([CH3:10])[O:8][N:7]=2)[CH:16]=[CH:15][CH:14]=1. (4) The reactants are [CH3:1][O:2][C:3]([C:5]1([C:8]2[CH:13]=[CH:12][C:11]([OH:14])=[C:10]([N+:15]([O-])=O)[CH:9]=2)[CH2:7][CH2:6]1)=[O:4]. The catalyst is CO.[Ni]. The product is [CH3:1][O:2][C:3]([C:5]1([C:8]2[CH:13]=[CH:12][C:11]([OH:14])=[C:10]([NH2:15])[CH:9]=2)[CH2:7][CH2:6]1)=[O:4]. The yield is 0.740. (5) The catalyst is [Ni]. The product is [C:1]([O:5][C:6](=[O:35])[NH:7][C:8]1([C:12]2[CH:17]=[CH:16][C:15]([C:18]3[C:27]([C:28]4[CH:33]=[CH:32][CH:31]=[CH:30][CH:29]=4)=[CH:26][C:25]4[CH2:24][N:23]([CH2:36][CH3:37])[CH2:22][CH2:21][C:20]=4[N:19]=3)=[CH:14][CH:13]=2)[CH2:11][CH2:10][CH2:9]1)([CH3:4])([CH3:3])[CH3:2]. The reactants are [C:1]([O:5][C:6](=[O:35])[NH:7][C:8]1([C:12]2[CH:17]=[CH:16][C:15]([C:18]3[C:27]([C:28]4[CH:33]=[CH:32][CH:31]=[CH:30][CH:29]=4)=[CH:26][C:25]4[C:24](=S)[NH:23][CH2:22][CH2:21][C:20]=4[N:19]=3)=[CH:14][CH:13]=2)[CH2:11][CH2:10][CH2:9]1)([CH3:4])([CH3:3])[CH3:2].[CH2:36](O)[CH3:37]. The yield is 0.740. (6) The reactants are [Cl:1][C:2]1[CH:3]=[C:4]([C:10]2[N:11]=[C:12]3[C:17](=[CH:18][CH:19]=2)[N:16]=[CH:15][C:14]([C:20](=[O:22])[CH3:21])=[C:13]3[NH:23][C:24]2[CH:25]=[N:26][C:27]([NH:30][CH2:31][CH2:32][N:33]([CH3:35])[CH3:34])=[CH:28][CH:29]=2)[CH:5]=[C:6]([Cl:9])[C:7]=1[OH:8].[Cl:36]C1C=C(B2OC(C)(C)C(C)(C)O2)C=C(Cl)C=1O. No catalyst specified. The product is [ClH:1].[ClH:36].[ClH:1].[Cl:1][C:2]1[CH:3]=[C:4]([C:10]2[N:11]=[C:12]3[C:17](=[CH:18][CH:19]=2)[N:16]=[CH:15][C:14]([C:20](=[O:22])[CH3:21])=[C:13]3[NH:23][C:24]2[CH:25]=[N:26][C:27]([NH:30][CH2:31][CH2:32][N:33]([CH3:34])[CH3:35])=[CH:28][CH:29]=2)[CH:5]=[C:6]([Cl:9])[C:7]=1[OH:8]. The yield is 0.780.